From a dataset of NCI-60 drug combinations with 297,098 pairs across 59 cell lines. Regression. Given two drug SMILES strings and cell line genomic features, predict the synergy score measuring deviation from expected non-interaction effect. (1) Drug 1: CCCS(=O)(=O)NC1=C(C(=C(C=C1)F)C(=O)C2=CNC3=C2C=C(C=N3)C4=CC=C(C=C4)Cl)F. Drug 2: CCC(=C(C1=CC=CC=C1)C2=CC=C(C=C2)OCCN(C)C)C3=CC=CC=C3.C(C(=O)O)C(CC(=O)O)(C(=O)O)O. Cell line: BT-549. Synergy scores: CSS=-1.54, Synergy_ZIP=0.894, Synergy_Bliss=2.65, Synergy_Loewe=-0.206, Synergy_HSA=0.177. (2) Drug 1: C1=CC(=C2C(=C1NCCNCCO)C(=O)C3=C(C=CC(=C3C2=O)O)O)NCCNCCO. Drug 2: C1=NNC2=C1C(=O)NC=N2. Cell line: U251. Synergy scores: CSS=46.7, Synergy_ZIP=-0.284, Synergy_Bliss=-1.17, Synergy_Loewe=-13.2, Synergy_HSA=0.334.